This data is from CYP2C9 inhibition data for predicting drug metabolism from PubChem BioAssay. The task is: Regression/Classification. Given a drug SMILES string, predict its absorption, distribution, metabolism, or excretion properties. Task type varies by dataset: regression for continuous measurements (e.g., permeability, clearance, half-life) or binary classification for categorical outcomes (e.g., BBB penetration, CYP inhibition). Dataset: cyp2c9_veith. (1) The molecule is CC(C)OCC(O)CN1CCNCC1.Cl. The result is 0 (non-inhibitor). (2) The compound is c1cn(-c2cc(-c3ccc4c(c3)OCO4)ncn2)cn1. The result is 0 (non-inhibitor). (3) The compound is CC(=O)N1CCC2(CC1)CN(Cc1ccccc1)C2. The result is 0 (non-inhibitor). (4) The result is 0 (non-inhibitor). The compound is CCN1C(=O)[C@H]2CC[C@H]3/C(=N\O[C@@H](C)c4cc(-c5c(C)cc(C)cc5C)no4)C[C@@H](O)[C@@H](O)[C@@H]3[C@@H]2C1=O. (5) The drug is Cn1c(N)c(N=Nc2ccc(S(N)(=O)=O)cc2)c(=O)n(C)c1=O. The result is 0 (non-inhibitor).